Dataset: Peptide-MHC class II binding affinity with 134,281 pairs from IEDB. Task: Regression. Given a peptide amino acid sequence and an MHC pseudo amino acid sequence, predict their binding affinity value. This is MHC class II binding data. (1) The peptide sequence is SLESTKRDLKKWVER. The MHC is DRB1_0101 with pseudo-sequence DRB1_0101. The binding affinity (normalized) is 0.148. (2) The peptide sequence is SPKARSERPAIVPPA. The MHC is HLA-DPA10201-DPB10101 with pseudo-sequence HLA-DPA10201-DPB10101. The binding affinity (normalized) is 0.256. (3) The peptide sequence is EKKYFAATQFEPLAM. The MHC is HLA-DQA10101-DQB10501 with pseudo-sequence HLA-DQA10101-DQB10501. The binding affinity (normalized) is 0.244.